This data is from Catalyst prediction with 721,799 reactions and 888 catalyst types from USPTO. The task is: Predict which catalyst facilitates the given reaction. The catalyst class is: 7. Product: [C:9]([NH:13][S:14]([C:17]1[CH:22]=[CH:21][CH:20]=[CH:19][C:18]=1[C:23]1[CH:28]=[CH:27][C:26]([NH:29][C:3](=[O:4])[C:2]([O:7][CH3:8])=[O:6])=[CH:25][CH:24]=1)(=[O:16])=[O:15])([CH3:12])([CH3:10])[CH3:11]. Reactant: [Cl-].[C:2]([O:7][CH3:8])(=[O:6])[C:3]([O-])=[O:4].[C:9]([NH:13][S:14]([C:17]1[C:18]([C:23]2[CH:28]=[CH:27][C:26]([NH2:29])=[CH:25][CH:24]=2)=[CH:19][CH:20]=[CH:21][CH:22]=1)(=[O:16])=[O:15])([CH3:12])([CH3:11])[CH3:10].C(N(CC)CC)C.